From a dataset of Full USPTO retrosynthesis dataset with 1.9M reactions from patents (1976-2016). Predict the reactants needed to synthesize the given product. (1) Given the product [NH2:32][C:27]1[CH:28]=[CH:29][CH:30]=[CH:31][C:26]=1[CH2:25][S:22]([N:19]1[CH2:20][CH2:21][CH:16]([C:13]2[C:12]3[C:7](=[CH:8][CH:9]=[C:10]([F:33])[CH:11]=3)[CH:6]=[C:5]([CH2:4][C:3]([OH:34])=[O:2])[C:14]=2[CH3:15])[CH2:17][CH2:18]1)(=[O:24])=[O:23], predict the reactants needed to synthesize it. The reactants are: C[O:2][C:3](=[O:34])[CH2:4][C:5]1[C:14]([CH3:15])=[C:13]([CH:16]2[CH2:21][CH2:20][N:19]([S:22]([CH2:25][C:26]3[CH:31]=[CH:30][CH:29]=[CH:28][C:27]=3[NH2:32])(=[O:24])=[O:23])[CH2:18][CH2:17]2)[C:12]2[C:7](=[CH:8][CH:9]=[C:10]([F:33])[CH:11]=2)[CH:6]=1.O.[OH-].[Li+]. (2) The reactants are: C(OC(=O)[NH:7][C:8]1[CH:13]=[C:12]([N:14]([CH3:16])[CH3:15])[C:11]([C:17]([F:20])([F:19])[F:18])=[CH:10][C:9]=1[NH2:21])(C)(C)C.C(O[C:28](=[O:50])[CH2:29][C:30]([C:32]1[CH:37]=[CH:36][CH:35]=[C:34]([C:38]2[CH:43]=[C:42]([CH3:44])[N:41]=[C:40]([NH:45][CH2:46][CH2:47][O:48][CH3:49])[N:39]=2)[CH:33]=1)=O)(C)(C)C. Given the product [CH3:15][N:14]([CH3:16])[C:12]1[C:11]([C:17]([F:18])([F:19])[F:20])=[CH:10][C:9]2[NH:21][C:28](=[O:50])[CH2:29][C:30]([C:32]3[CH:37]=[CH:36][CH:35]=[C:34]([C:38]4[CH:43]=[C:42]([CH3:44])[N:41]=[C:40]([NH:45][CH2:46][CH2:47][O:48][CH3:49])[N:39]=4)[CH:33]=3)=[N:7][C:8]=2[CH:13]=1, predict the reactants needed to synthesize it.